This data is from Peptide-MHC class II binding affinity with 134,281 pairs from IEDB. The task is: Regression. Given a peptide amino acid sequence and an MHC pseudo amino acid sequence, predict their binding affinity value. This is MHC class II binding data. The peptide sequence is IHHQHVQDCDESVLT. The MHC is DRB4_0103 with pseudo-sequence DRB4_0103. The binding affinity (normalized) is 0.433.